Dataset: Full USPTO retrosynthesis dataset with 1.9M reactions from patents (1976-2016). Task: Predict the reactants needed to synthesize the given product. The reactants are: [F:1][C:2]([C:8]1[CH:16]=[CH:15][CH:14]=[C:13]2[C:9]=1[CH2:10][CH2:11][C@@H:12]2[OH:17])([F:7])[C:3]([OH:6])([CH3:5])[CH3:4].[CH3:18][O:19][C:20](=[O:32])[CH2:21][C@H:22]1[C:26]2[CH:27]=[CH:28][C:29](O)=[CH:30][C:25]=2[O:24][CH2:23]1. Given the product [CH3:18][O:19][C:20](=[O:32])[CH2:21][C@H:22]1[C:26]2[CH:27]=[CH:28][C:29]([O:17][C@H:12]3[C:13]4[C:9](=[C:8]([C:2]([F:7])([F:1])[C:3]([OH:6])([CH3:5])[CH3:4])[CH:16]=[CH:15][CH:14]=4)[CH2:10][CH2:11]3)=[CH:30][C:25]=2[O:24][CH2:23]1, predict the reactants needed to synthesize it.